From a dataset of Full USPTO retrosynthesis dataset with 1.9M reactions from patents (1976-2016). Predict the reactants needed to synthesize the given product. (1) Given the product [CH2:12]([N:20]1[CH2:21][CH2:22][N:17]([CH3:16])[CH2:18][CH2:19]1)[CH2:13][C:14]#[CH:15], predict the reactants needed to synthesize it. The reactants are: CC1C=CC(S(O[CH2:12][CH2:13][C:14]#[CH:15])(=O)=O)=CC=1.[CH3:16][N:17]1[CH2:22][CH2:21][NH:20][CH2:19][CH2:18]1.C([O-])(O)=O.[Na+]. (2) Given the product [CH3:28][N:2]([CH3:1])[C:3]([C:5]1[C:15]([CH2:16][CH2:17][C@@H:18]([OH:26])[C:19]2[CH:24]=[CH:23][CH:22]=[CH:21][C:20]=2[CH3:25])=[C:14]([OH:27])[C:8]2[N:9]=[C:10]([CH3:13])[N:11]([CH3:12])[C:7]=2[CH:6]=1)=[O:4].[C:35]([OH:40])(=[O:39])[C:36]([OH:38])=[O:37], predict the reactants needed to synthesize it. The reactants are: [CH3:1][N:2]([CH3:28])[C:3]([C:5]1[C:15]([CH2:16][CH2:17][C:18](=[O:26])[C:19]2[CH:24]=[CH:23][CH:22]=[CH:21][C:20]=2[CH3:25])=[C:14]([OH:27])[C:8]2[N:9]=[C:10]([CH3:13])[N:11]([CH3:12])[C:7]=2[CH:6]=1)=[O:4].CC([O-])(C)C.[K+].[C:35]([OH:40])(=[O:39])[C:36]([OH:38])=[O:37]. (3) Given the product [CH2:11]([O:10][CH2:9][CH:6]1[CH2:5][CH2:4][C:3]2([O:18][C:21](=[O:22])[NH:1][CH2:2]2)[CH2:8][CH2:7]1)[C:12]1[CH:13]=[CH:14][CH:15]=[CH:16][CH:17]=1, predict the reactants needed to synthesize it. The reactants are: [NH2:1][CH2:2][C:3]1([OH:18])[CH2:8][CH2:7][CH:6]([CH2:9][O:10][CH2:11][C:12]2[CH:17]=[CH:16][CH:15]=[CH:14][CH:13]=2)[CH2:5][CH2:4]1.[OH-].[K+].[C:21](Cl)(Cl)=[O:22]. (4) The reactants are: Cl.[NH2:2][CH:3]1[CH2:8][CH2:7][N:6]([CH2:9][CH2:10][N:11]2[C:16](=[O:17])[CH:15]=[N:14][C:13]3[CH:18]=[CH:19][C:20]([O:22][CH3:23])=[N:21][C:12]2=3)[CH2:5][CH2:4]1.C[O-].[Na+].CO.[O:29]=[C:30]1[CH2:35][S:34][C:33]2[CH:36]=[CH:37][C:38]([CH:40]=O)=[N:39][C:32]=2[NH:31]1.C([BH3-])#N.[Na+].C(=O)([O-])O.[Na+]. Given the product [CH3:23][O:22][C:20]1[CH:19]=[CH:18][C:13]2[N:14]=[CH:15][C:16](=[O:17])[N:11]([CH2:10][CH2:9][N:6]3[CH2:5][CH2:4][CH:3]([NH:2][CH2:40][C:38]4[CH:37]=[CH:36][C:33]5[S:34][CH2:35][C:30](=[O:29])[NH:31][C:32]=5[N:39]=4)[CH2:8][CH2:7]3)[C:12]=2[N:21]=1, predict the reactants needed to synthesize it. (5) Given the product [Br:1][C:2]1[CH:7]=[CH:6][C:5]([C:8]([OH:17])=[O:22])=[CH:4][C:3]=1[F:9], predict the reactants needed to synthesize it. The reactants are: [Br:1][C:2]1[CH:7]=[CH:6][C:5]([CH3:8])=[CH:4][C:3]=1[F:9].N1C=CC=CC=1.[Mn]([O-])(=O)(=O)=[O:17].[K+].[OH2:22]. (6) Given the product [CH2:16]([O:23][CH2:24][CH2:25][C@H:26]([NH2:28])[CH3:27])[C:17]1[CH:22]=[CH:21][CH:20]=[CH:19][CH:18]=1, predict the reactants needed to synthesize it. The reactants are: C(O)(=O)[C@H](C1C=CC=CC=1)O.C(O)(=O)C.[CH2:16]([O:23][CH2:24][CH2:25][CH:26]([NH2:28])[CH3:27])[C:17]1[CH:22]=[CH:21][CH:20]=[CH:19][CH:18]=1.